From a dataset of Reaction yield outcomes from USPTO patents with 853,638 reactions. Predict the reaction yield, written as a fraction of the theoretical maximum amount of product (1.0 means a 100% yield; for example, 0.34 means a 34% yield). The reactants are [CH2:1]([C:4]1[CH:13]=[C:12]([F:14])[CH:11]=[CH:10][C:5]=1[C:6](OC)=[O:7])[CH:2]=[CH2:3].[H-].[H-].[H-].[H-].[Li+].[Al+3]. The catalyst is C1COCC1. The product is [CH2:1]([C:4]1[CH:13]=[C:12]([F:14])[CH:11]=[CH:10][C:5]=1[CH2:6][OH:7])[CH:2]=[CH2:3]. The yield is 0.880.